Dataset: NCI-60 drug combinations with 297,098 pairs across 59 cell lines. Task: Regression. Given two drug SMILES strings and cell line genomic features, predict the synergy score measuring deviation from expected non-interaction effect. (1) Drug 1: CNC(=O)C1=CC=CC=C1SC2=CC3=C(C=C2)C(=NN3)C=CC4=CC=CC=N4. Drug 2: CC1=C(C(=CC=C1)Cl)NC(=O)C2=CN=C(S2)NC3=CC(=NC(=N3)C)N4CCN(CC4)CCO. Cell line: T-47D. Synergy scores: CSS=15.7, Synergy_ZIP=-1.88, Synergy_Bliss=4.81, Synergy_Loewe=3.35, Synergy_HSA=4.29. (2) Drug 1: C1CN1P(=S)(N2CC2)N3CC3. Drug 2: C#CCC(CC1=CN=C2C(=N1)C(=NC(=N2)N)N)C3=CC=C(C=C3)C(=O)NC(CCC(=O)O)C(=O)O. Cell line: SK-MEL-5. Synergy scores: CSS=45.6, Synergy_ZIP=-5.81, Synergy_Bliss=-9.29, Synergy_Loewe=-13.8, Synergy_HSA=-7.76.